Dataset: Reaction yield outcomes from USPTO patents with 853,638 reactions. Task: Predict the reaction yield, written as a fraction of the theoretical maximum amount of product (1.0 means a 100% yield; for example, 0.34 means a 34% yield). (1) The reactants are [F:1][C:2]([F:17])([F:16])[C:3]([NH:5][CH2:6][CH2:7][NH:8]C(=O)OC(C)(C)C)=[O:4].[F:18][C:19]([F:24])([F:23])[C:20]([OH:22])=[O:21]. No catalyst specified. The product is [F:18][C:19]([F:24])([F:23])[C:20]([OH:22])=[O:21].[NH2:8][CH2:7][CH2:6][NH:5][C:3](=[O:4])[C:2]([F:17])([F:16])[F:1]. The yield is 0.990. (2) The reactants are [O:1]=[C:2]1[CH2:10][C:9]2[C:4](=[CH:5][C:6]([C:11]([C:13]3[CH:14]=[C:15]([NH:19][C:20]([C:22]4[O:23][CH:24]=[CH:25][C:26]=4[CH3:27])=[O:21])[CH:16]=[CH:17][CH:18]=3)=[O:12])=[CH:7][CH:8]=2)[NH:3]1.[CH:28](OCC)=[O:29].[O-]CC.[Na+].Cl. The catalyst is C(O)C. The product is [OH:29][CH:28]=[C:10]1[C:9]2[C:4](=[CH:5][C:6]([C:11]([C:13]3[CH:14]=[C:15]([NH:19][C:20]([C:22]4[O:23][CH:24]=[CH:25][C:26]=4[CH3:27])=[O:21])[CH:16]=[CH:17][CH:18]=3)=[O:12])=[CH:7][CH:8]=2)[NH:3][C:2]1=[O:1]. The yield is 0.720.